From a dataset of Reaction yield outcomes from USPTO patents with 853,638 reactions. Predict the reaction yield, written as a fraction of the theoretical maximum amount of product (1.0 means a 100% yield; for example, 0.34 means a 34% yield). (1) The reactants are O[C:2]1[C:3]([C:11]2([CH2:34][OH:35])[C:19]3[C:14](=[CH:15][CH:16]=[CH:17][CH:18]=3)[N:13]([CH2:20][CH2:21][N:22]3[C:30](=[O:31])[C:29]4[C:24](=[CH:25][CH:26]=[CH:27][CH:28]=4)[C:23]3=[O:32])[C:12]2=[O:33])=[CH:4][C:5]2[O:9][CH2:8][O:7][C:6]=2[CH:10]=1.C1(CCN2C3C(=CC=CC=3)C(C3C(O)=CC4OCOC=4C=3)(CO)C2=O)CC1. No catalyst specified. The product is [O:33]=[C:12]1[C:11]2([C:3]3=[CH:4][C:5]4[O:9][CH2:8][O:7][C:6]=4[CH:10]=[C:2]3[O:35][CH2:34]2)[C:19]2[C:14](=[CH:15][CH:16]=[CH:17][CH:18]=2)[N:13]1[CH2:20][CH2:21][N:22]1[C:30](=[O:31])[C:29]2[C:24](=[CH:25][CH:26]=[CH:27][CH:28]=2)[C:23]1=[O:32]. The yield is 0.610. (2) The reactants are [Br:1][C:2]1[N:3]=[C:4]([C:26]2([CH3:29])[CH2:28][CH2:27]2)[N:5](COCC[Si](C)(C)C)[C:6]=1[C:7]1[CH:12]=[CH:11][N:10]=[C:9]([NH:13][CH2:14][CH2:15][C:16]#[N:17])[N:8]=1.CC(O)C.CC1C=CC(S([O-])(=O)=O)=CC=1.C1C=C[NH+]=CC=1.C([O-])(O)=O.[Na+]. The catalyst is O.N1C=CC=CC=1. The product is [Br:1][C:2]1[N:3]=[C:4]([C:26]2([CH3:29])[CH2:27][CH2:28]2)[NH:5][C:6]=1[C:7]1[CH:12]=[CH:11][N:10]=[C:9]([NH:13][CH2:14][CH2:15][C:16]#[N:17])[N:8]=1. The yield is 0.950. (3) The reactants are Cl[C:2]1[C:3](=[O:18])[N:4]([CH:15]([CH3:17])[CH3:16])[S:5](=[O:14])(=[O:13])[C:6]=1[C:7]1[CH:12]=[CH:11][CH:10]=[CH:9][CH:8]=1.[C:19]1([CH2:25][CH2:26][CH2:27][CH2:28][NH2:29])[CH:24]=[CH:23][CH:22]=[CH:21][CH:20]=1. The product is [CH:15]([N:4]1[C:3](=[O:18])[C:2]([NH:29][CH2:28][CH2:27][CH2:26][CH2:25][C:19]2[CH:24]=[CH:23][CH:22]=[CH:21][CH:20]=2)=[C:6]([C:7]2[CH:12]=[CH:11][CH:10]=[CH:9][CH:8]=2)[S:5]1(=[O:14])=[O:13])([CH3:17])[CH3:16]. The catalyst is CC#N. The yield is 0.840. (4) The reactants are [NH2:1][C:2]1[N:7]=[CH:6][N:5]=[C:4]2[N:8]([C@@H:26]3[CH2:31][CH2:30][CH2:29][N:28]([C:32](=[O:36])[CH2:33][C:34]#[N:35])[CH2:27]3)[N:9]=[C:10]([C:11]3[CH:16]=[CH:15][C:14]([O:17][C:18]4[C:23]([F:24])=[CH:22][CH:21]=[CH:20][C:19]=4[F:25])=[CH:13][CH:12]=3)[C:3]=12.N1[CH2:42][CH2:41][CH2:40][CH2:39]C1.C1(C=O)CC1. The catalyst is CO. The product is [NH2:1][C:2]1[N:7]=[CH:6][N:5]=[C:4]2[N:8]([C@@H:26]3[CH2:31][CH2:30][CH2:29][N:28]([C:32]([C:33](=[CH:39][CH:40]4[CH2:42][CH2:41]4)[C:34]#[N:35])=[O:36])[CH2:27]3)[N:9]=[C:10]([C:11]3[CH:16]=[CH:15][C:14]([O:17][C:18]4[C:23]([F:24])=[CH:22][CH:21]=[CH:20][C:19]=4[F:25])=[CH:13][CH:12]=3)[C:3]=12. The yield is 0.210. (5) The reactants are [CH3:1][C:2]1[N:3]=[C:4]([N:12]2[C:16](=[O:17])[N:15]([CH2:18][C:19]3[CH:24]=[CH:23][C:22]([C:25]([F:28])([F:27])[F:26])=[CH:21][CH:20]=3)[N:14]=[CH:13]2)[S:5][C:6]=1[C:7]([O:9]CC)=[O:8].O.O.[OH-].[Li+]. The catalyst is O1CCCC1. The product is [CH3:1][C:2]1[N:3]=[C:4]([N:12]2[C:16](=[O:17])[N:15]([CH2:18][C:19]3[CH:24]=[CH:23][C:22]([C:25]([F:28])([F:26])[F:27])=[CH:21][CH:20]=3)[N:14]=[CH:13]2)[S:5][C:6]=1[C:7]([OH:9])=[O:8]. The yield is 0.990. (6) The reactants are [Br:1]Br.[Cl:3][C:4]1[CH:9]=[CH:8][C:7]([CH2:10][CH2:11][C:12]2[CH:13]=[C:14]([C:17]([OH:19])=[O:18])[NH:15][CH:16]=2)=[CH:6][CH:5]=1.O. The catalyst is C(O)(=O)C.CCOC(C)=O. The product is [Br:1][C:16]1[NH:15][C:14]([C:17]([OH:19])=[O:18])=[CH:13][C:12]=1[CH2:11][CH2:10][C:7]1[CH:6]=[CH:5][C:4]([Cl:3])=[CH:9][CH:8]=1. The yield is 0.577.